This data is from Reaction yield outcomes from USPTO patents with 853,638 reactions. The task is: Predict the reaction yield, written as a fraction of the theoretical maximum amount of product (1.0 means a 100% yield; for example, 0.34 means a 34% yield). (1) The reactants are [Si]([O:8][C@H:9]1[CH2:13][CH2:12][N:11]([CH2:14][C:15]2[CH:20]=[CH:19][C:18]([C:21]3[S:29][C:28]4[C:23](=[N:24][CH:25]=[CH:26][C:27]=4[O:30][C:31]4[CH:36]=[CH:35][C:34]([NH:37][C:38]([NH:40][C:41](=[O:49])[CH2:42][C:43]5[CH:48]=[CH:47][CH:46]=[CH:45][CH:44]=5)=[S:39])=[CH:33][C:32]=4[F:50])[CH:22]=3)=[CH:17][CH:16]=2)[CH2:10]1)(C(C)(C)C)(C)C. The catalyst is CC#N.CO.Cl. The product is [F:50][C:32]1[CH:33]=[C:34]([NH:37][C:38]([NH:40][C:41](=[O:49])[CH2:42][C:43]2[CH:44]=[CH:45][CH:46]=[CH:47][CH:48]=2)=[S:39])[CH:35]=[CH:36][C:31]=1[O:30][C:27]1[CH:26]=[CH:25][N:24]=[C:23]2[CH:22]=[C:21]([C:18]3[CH:17]=[CH:16][C:15]([CH2:14][N:11]4[CH2:12][CH2:13][C@H:9]([OH:8])[CH2:10]4)=[CH:20][CH:19]=3)[S:29][C:28]=12. The yield is 0.0900. (2) The reactants are [CH3:1][NH:2][C:3]1[N:8]=[C:7]([NH:9][CH2:10][C:11]([F:17])([F:16])[C:12]([F:15])([F:14])[F:13])[N:6]=[C:5]([NH:18][CH2:19][C:20]#[CH:21])[N:4]=1.[OH:22][S:23]([OH:26])(=[O:25])=[O:24].S(O)(O)(=O)=O.C(NC1N=C(NC)N=C(NCC#C)N=1)C.C(NC1N=C(NC)N=C(NCC#C)N=1)C. No catalyst specified. The product is [S:23]([OH:26])([OH:25])(=[O:24])=[O:22].[CH3:1][NH:2][C:3]1[N:8]=[C:7]([NH:9][CH2:10][C:11]([F:16])([F:17])[C:12]([F:15])([F:13])[F:14])[N:6]=[C:5]([NH:18][CH2:19][C:20]#[CH:21])[N:4]=1.[CH3:1][NH:2][C:3]1[N:8]=[C:7]([NH:9][CH2:10][C:11]([F:16])([F:17])[C:12]([F:15])([F:13])[F:14])[N:6]=[C:5]([NH:18][CH2:19][C:20]#[CH:21])[N:4]=1. The yield is 0.840.